Predict the reactants needed to synthesize the given product. From a dataset of Full USPTO retrosynthesis dataset with 1.9M reactions from patents (1976-2016). The reactants are: [CH3:1][CH:2]1[CH2:7][C:6]([C:15]2[CH:20]=[CH:19][C:18]([OH:21])=[CH:17][CH:16]=2)([C:8]2[CH:13]=[CH:12][C:11]([OH:14])=[CH:10][CH:9]=2)[CH2:5][C:4]([CH3:23])([CH3:22])[CH2:3]1.[C:24]1([OH:30])[CH:29]=[CH:28][CH:27]=[CH:26][CH:25]=1.CC1(C)CC(C)CCC1. Given the product [CH3:1][CH:2]1[CH2:7][C:6]([C:8]2[CH:9]=[CH:10][C:11]([OH:14])=[CH:12][CH:13]=2)([C:15]2[CH:20]=[CH:19][C:18]([OH:21])=[CH:17][CH:16]=2)[CH2:5][C:4]([CH3:22])([CH3:23])[CH2:3]1.[C:24]1([OH:30])[CH:29]=[CH:28][CH:27]=[CH:26][CH:25]=1, predict the reactants needed to synthesize it.